This data is from Forward reaction prediction with 1.9M reactions from USPTO patents (1976-2016). The task is: Predict the product of the given reaction. (1) Given the reactants C(N(CC)CC)C.[OH:8][N:9]1[C:13](=[O:14])[C:12]2=[CH:15][CH:16]=[CH:17][CH:18]=[C:11]2[C:10]1=[O:19].[NH2:20][C:21]1[C:30]2[N:31]=[C:32]([CH2:43]Cl)[N:33]([CH2:34][CH2:35][CH2:36][NH:37][C:38](=[O:42])[CH:39]([CH3:41])[CH3:40])[C:29]=2[C:28]2[N:27]=[CH:26][CH:25]=[CH:24][C:23]=2[N:22]=1, predict the reaction product. The product is: [NH2:20][C:21]1[C:30]2[N:31]=[C:32]([CH2:43][O:8][N:9]3[C:10](=[O:19])[C:11]4[C:12](=[CH:15][CH:16]=[CH:17][CH:18]=4)[C:13]3=[O:14])[N:33]([CH2:34][CH2:35][CH2:36][NH:37][C:38](=[O:42])[CH:39]([CH3:41])[CH3:40])[C:29]=2[C:28]2[N:27]=[CH:26][CH:25]=[CH:24][C:23]=2[N:22]=1. (2) Given the reactants Cl[S:2]([N:5]=[C:6]=[O:7])(=[O:4])=[O:3].[C:8]([OH:12])([CH3:11])([CH3:10])[CH3:9].[OH:13][N:14]1[C:18](=[O:19])[CH2:17][CH2:16][C:15]1=[O:20].N1C=CC=CC=1, predict the reaction product. The product is: [C:8]([O:12][C:6]([NH:5][S:2]([O:13][N:14]1[C:18](=[O:19])[CH2:17][CH2:16][C:15]1=[O:20])(=[O:4])=[O:3])=[O:7])([CH3:11])([CH3:10])[CH3:9]. (3) Given the reactants [C:1](Cl)(=O)C.[CH2:5]([C:7]1[CH:15]=[CH:14][C:10]([C:11]([OH:13])=[O:12])=[CH:9][C:8]=1[N+:16]([O-:18])=[O:17])[CH3:6], predict the reaction product. The product is: [CH2:5]([C:7]1[CH:15]=[CH:14][C:10]([C:11]([O:13][CH3:1])=[O:12])=[CH:9][C:8]=1[N+:16]([O-:18])=[O:17])[CH3:6]. (4) Given the reactants [OH:1][C@@H:2]1[CH2:25][CH2:24][C@@:23]2([CH3:26])[C@H:4]([C:5](=[CH:29][CH3:30])[C:6](=[O:28])[C@@H:7]3[C@@H:22]2[CH2:21][CH2:20][C@@:19]2([CH3:27])[C@H:8]3[CH2:9][CH2:10][C@@H:11]2[C@H:12]([CH3:18])[CH2:13][CH2:14][C:15]([OH:17])=[O:16])[CH2:3]1.O.[OH-].[Na+].Cl, predict the reaction product. The product is: [OH:1][C@@H:2]1[CH2:25][CH2:24][C@@:23]2([CH3:26])[C@H:4]([C@@H:5]([CH2:29][CH3:30])[C:6](=[O:28])[C@@H:7]3[C@@H:22]2[CH2:21][CH2:20][C@@:19]2([CH3:27])[C@H:8]3[CH2:9][CH2:10][C@@H:11]2[C@H:12]([CH3:18])[CH2:13][CH2:14][C:15]([OH:17])=[O:16])[CH2:3]1. (5) Given the reactants Cl[C:2]1[C:7]([C:8]([OH:10])=O)=[CH:6][N:5]=[C:4]2[N:11]([CH3:15])[N:12]=[C:13]([CH3:14])[C:3]=12.[NH:16]1[CH2:21][CH2:20][O:19][CH2:18][CH2:17]1.C[N:23](C=O)C, predict the reaction product. The product is: [CH3:15][N:11]1[C:4]2=[N:5][CH:6]=[C:7]([C:8]([NH2:23])=[O:10])[C:2]([N:16]3[CH2:21][CH2:20][O:19][CH2:18][CH2:17]3)=[C:3]2[C:13]([CH3:14])=[N:12]1. (6) Given the reactants Br[C:2]1[CH:3]=[CH:4][C:5]([N+:12]([O-:14])=[O:13])=[C:6]2[C:10]=1[C:9](=[O:11])[NH:8][CH2:7]2.[C:15]([N:22]1[C:30]2[C:25](=[CH:26][C:27]([O:31][CH3:32])=[CH:28][CH:29]=2)[CH:24]=[C:23]1B(O)O)([O:17][C:18]([CH3:21])([CH3:20])[CH3:19])=[O:16], predict the reaction product. The product is: [C:18]([O:17][C:15]([N:22]1[C:30]2[C:25](=[CH:26][C:27]([O:31][CH3:32])=[CH:28][CH:29]=2)[CH:24]=[C:23]1[C:2]1[CH:3]=[CH:4][C:5]([N+:12]([O-:14])=[O:13])=[C:6]2[C:10]=1[C:9](=[O:11])[NH:8][CH2:7]2)=[O:16])([CH3:21])([CH3:20])[CH3:19]. (7) Given the reactants C(OCC)(=O)C.[ClH:7].[C:8]([C:10]1[C:11]([NH:38][C:39]([C:41]2[O:42][CH:43]=[CH:44][CH:45]=2)=[O:40])=[N:12][C:13]([C:30]2[CH:35]=[CH:34][C:33]([F:36])=[CH:32][C:31]=2[OH:37])=[CH:14][C:15]=1[C:16]1[CH:21]=[CH:20][CH:19]=[C:18]([CH2:22][N:23]2[CH2:28][CH2:27][N:26]([CH3:29])[CH2:25][CH2:24]2)[CH:17]=1)#[N:9], predict the reaction product. The product is: [ClH:7].[ClH:7].[C:8]([C:10]1[C:11]([NH:38][C:39]([C:41]2[O:42][CH:43]=[CH:44][CH:45]=2)=[O:40])=[N:12][C:13]([C:30]2[CH:35]=[CH:34][C:33]([F:36])=[CH:32][C:31]=2[OH:37])=[CH:14][C:15]=1[C:16]1[CH:21]=[CH:20][CH:19]=[C:18]([CH2:22][N:23]2[CH2:24][CH2:25][N:26]([CH3:29])[CH2:27][CH2:28]2)[CH:17]=1)#[N:9]. (8) Given the reactants CS(C)=O.C(Cl)(=O)C(Cl)=O.[F:11][C:12]([S:15][C:16]1[CH:17]=[C:18]([CH2:22][OH:23])[CH:19]=[CH:20][CH:21]=1)([F:14])[F:13].C(N(CC)CC)C, predict the reaction product. The product is: [F:11][C:12]([S:15][C:16]1[CH:17]=[C:18]([CH:19]=[CH:20][CH:21]=1)[CH:22]=[O:23])([F:14])[F:13]. (9) Given the reactants [F:1][C:2]1[CH:3]=[C:4]([C:8]2[CH:13]=[C:12]([O:14]C)[CH:11]=[C:10]([I:16])[CH:9]=2)[CH:5]=[CH:6][CH:7]=1.[I-].[Na+].C[Si](Cl)(C)C, predict the reaction product. The product is: [F:1][C:2]1[CH:3]=[C:4]([C:8]2[CH:9]=[C:10]([I:16])[CH:11]=[C:12]([OH:14])[CH:13]=2)[CH:5]=[CH:6][CH:7]=1.